Dataset: Forward reaction prediction with 1.9M reactions from USPTO patents (1976-2016). Task: Predict the product of the given reaction. (1) Given the reactants I[C:2]1[C:10]2[C:5](=[N:6][CH:7]=[N:8][C:9]=2[NH2:11])[N:4]([CH:12]2[CH2:16][CH2:15][N:14]([CH2:17][CH2:18][O:19][CH3:20])[CH2:13]2)[N:3]=1.CC1(C)C(C)(C)OB([C:29]2[CH:34]=[CH:33][C:32]([NH:35][C:36]3[O:37][C:38]4[C:44]([CH:45]([CH3:47])[CH3:46])=[CH:43][CH:42]=[CH:41][C:39]=4[N:40]=3)=[CH:31][CH:30]=2)O1.NC1N=CN=C2N([C@H]3CC[C@@H](N4CCN(C)CC4)CC3)N=C(C3C=CC(NC4OC5C=CC=CC=5N=4)=C(F)C=3)C=12, predict the reaction product. The product is: [NH2:11][C:9]1[N:8]=[CH:7][N:6]=[C:5]2[N:4]([CH:12]3[CH2:16][CH2:15][N:14]([CH2:17][CH2:18][O:19][CH3:20])[CH2:13]3)[N:3]=[C:2]([C:29]3[CH:34]=[CH:33][C:32]([NH:35][C:36]4[O:37][C:38]5[C:44]([CH:45]([CH3:47])[CH3:46])=[CH:43][CH:42]=[CH:41][C:39]=5[N:40]=4)=[CH:31][CH:30]=3)[C:10]=12. (2) Given the reactants [CH3:1][O:2][C:3](=[O:25])[C:4]1[CH:9]=[CH:8][C:7]([S:10](=[O:23])(=[O:22])[NH:11][C:12]2[CH:13]=[CH:14][CH:15]=[C:16]3[C:21]=2[N:20]=[CH:19][CH:18]=[CH:17]3)=[C:6](N)[CH:5]=1.N(OC(C)(C)C)=O.CC(O)=O, predict the reaction product. The product is: [CH3:1][O:2][C:3]([C:4]1[CH:9]=[C:8]2[C:7]([S:10](=[O:22])(=[O:23])[NH:11][C:12]3[C:13]2=[CH:14][CH:15]=[C:16]2[C:21]=3[N:20]=[CH:19][CH:18]=[CH:17]2)=[CH:6][CH:5]=1)=[O:25]. (3) The product is: [CH3:48][O:49][CH2:45][CH2:46][O:36][C:35](=[O:37])[C@H:34]([OH:38])[CH2:33][N:17]([CH2:16][C:13]1[CH:14]=[CH:15][C:10]([C:8]2[CH:9]=[C:4]([Cl:3])[CH:5]=[CH:6][C:7]=2[F:39])=[CH:11][CH:12]=1)[NH:18][C:19]([C:21]1[O:25][N:24]=[C:23]([C:26]2[CH:31]=[CH:30][CH:29]=[CH:28][C:27]=2[F:32])[CH:22]=1)=[O:20]. Given the reactants CC.[Cl:3][C:4]1[CH:5]=[CH:6][C:7]([F:39])=[C:8]([C:10]2[CH:15]=[CH:14][C:13]([CH2:16][N:17]([CH2:33][C@@H:34]([OH:38])[C:35]([OH:37])=[O:36])[NH:18][C:19]([C:21]3[O:25][N:24]=[C:23]([C:26]4[CH:31]=[CH:30][CH:29]=[CH:28][C:27]=4[F:32])[CH:22]=3)=[O:20])=[CH:12][CH:11]=2)[CH:9]=1.CCN([CH2:45][CH3:46])CC.C[C:48](C)=[O:49], predict the reaction product. (4) Given the reactants [O:1]=[C:2]1[C:11]2[C:6](=[CH:7][CH:8]=[CH:9][CH:10]=2)[N:5]=[C:4]([CH2:12][CH2:13][CH2:14][C:15]([OH:17])=O)[NH:3]1.F[C:19]1[CH:32]=[CH:31][C:22]([O:23][C@H:24]2[CH2:29][CH2:28][C@H:27]([NH2:30])[CH2:26][CH2:25]2)=[CH:21][CH:20]=1.C[CH2:34][N:35](C(C)C)C(C)C, predict the reaction product. The product is: [C:34]([C:19]1[CH:32]=[CH:31][C:22]([O:23][C@H:24]2[CH2:29][CH2:28][C@H:27]([NH:30][C:15](=[O:17])[CH2:14][CH2:13][CH2:12][C:4]3[NH:3][C:2](=[O:1])[C:11]4[C:6](=[CH:7][CH:8]=[CH:9][CH:10]=4)[N:5]=3)[CH2:26][CH2:25]2)=[CH:21][CH:20]=1)#[N:35]. (5) Given the reactants Br[C:2]1[S:27][C:5]2[N:6]=[CH:7][N:8]=[C:9]([NH:10][C:11]3[CH:16]=[CH:15][C:14]([O:17][CH2:18][C:19]4[CH:24]=[CH:23][CH:22]=[C:21]([F:25])[CH:20]=4)=[C:13]([Cl:26])[CH:12]=3)[C:4]=2[CH:3]=1.[C:28]([N:35]1[CH:39]=[CH:38]N=C1)([N:30]1[CH:34]=[CH:33]N=C1)=[O:29].NC[CH2:42][S:43](C)(=[O:45])=[O:44].O.[CH3:48]N(C)C=O, predict the reaction product. The product is: [Cl:26][C:13]1[CH:12]=[C:11]([NH:10][C:9]2[C:4]3[CH:3]=[C:2]([C:48]#[C:38][CH2:39][NH:35][C:28]([NH:30][CH2:34][CH2:33][S:43]([CH3:42])(=[O:45])=[O:44])=[O:29])[S:27][C:5]=3[N:6]=[CH:7][N:8]=2)[CH:16]=[CH:15][C:14]=1[O:17][CH2:18][C:19]1[CH:24]=[CH:23][CH:22]=[C:21]([F:25])[CH:20]=1. (6) Given the reactants [ClH:1].C([N:9]1[CH2:14][CH2:13][CH:12]([C:15]([O:17][CH2:18][CH3:19])=[O:16])[C:11](=[O:20])[CH2:10]1)C1C=CC=CC=1, predict the reaction product. The product is: [ClH:1].[O:20]=[C:11]1[CH:12]([C:15]([O:17][CH2:18][CH3:19])=[O:16])[CH2:13][CH2:14][NH:9][CH2:10]1. (7) Given the reactants [C:1]1([CH2:11][C:12]([OH:14])=[O:13])([CH2:7][C:8]([OH:10])=O)[CH2:6][CH2:5][CH2:4][CH2:3][CH2:2]1, predict the reaction product. The product is: [C:1]12([CH2:7][C:8](=[O:10])[O:14][C:12](=[O:13])[CH2:11]1)[CH2:2][CH2:3][CH2:4][CH2:5][CH2:6]2. (8) Given the reactants [C:1]([O:5][C:6]([NH:8][C:9]1[C:10]([C:20](=[O:36])/[C:21](/[C:30]2[N:34]([CH3:35])[N:33]=[CH:32][N:31]=2)=[CH:22]/[C:23]2[CH:28]=[CH:27][C:26]([F:29])=[CH:25][CH:24]=2)=[C:11]([CH:16]=[C:17]([F:19])[CH:18]=1)[C:12]([O:14][CH3:15])=[O:13])=[O:7])([CH3:4])([CH3:3])[CH3:2].C1CCN2C(=NCCC2)CC1.[N+:48]([CH3:51])([O-:50])=[O:49].O, predict the reaction product. The product is: [C:1]([O:5][C:6]([NH:8][C:9]1[C:10]([C:20](=[O:36])[CH:21]([C:30]2[N:34]([CH3:35])[N:33]=[CH:32][N:31]=2)[CH:22]([C:23]2[CH:24]=[CH:25][C:26]([F:29])=[CH:27][CH:28]=2)[CH2:51][N+:48]([O-:50])=[O:49])=[C:11]([CH:16]=[C:17]([F:19])[CH:18]=1)[C:12]([O:14][CH3:15])=[O:13])=[O:7])([CH3:3])([CH3:4])[CH3:2]. (9) Given the reactants [CH:1]1([NH:4][C:5](=[O:36])[C:6]2[CH:11]=[CH:10][C:9]([C:12]3[N:16]4[CH:17]=[C:18]([C:26]5[CH:31]=[CH:30][C:29]([S:32][CH:33]6[CH2:35][CH2:34]6)=[CH:28][CH:27]=5)[N:19]=[C:20]([NH:21][CH2:22][CH:23]([CH3:25])[CH3:24])[C:15]4=[N:14][CH:13]=3)=[CH:8][CH:7]=2)[CH2:3][CH2:2]1.[O:37]1CO1, predict the reaction product. The product is: [CH:1]1([NH:4][C:5](=[O:36])[C:6]2[CH:7]=[CH:8][C:9]([C:12]3[N:16]4[CH:17]=[C:18]([C:26]5[CH:27]=[CH:28][C:29]([S:32]([CH:33]6[CH2:35][CH2:34]6)=[O:37])=[CH:30][CH:31]=5)[N:19]=[C:20]([NH:21][CH2:22][CH:23]([CH3:25])[CH3:24])[C:15]4=[N:14][CH:13]=3)=[CH:10][CH:11]=2)[CH2:3][CH2:2]1. (10) Given the reactants [C:1]([N:8]1[CH2:13][CH2:12][C:11](=[O:14])[CH2:10][CH:9]1[CH3:15])([O:3][C:4]([CH3:7])([CH3:6])[CH3:5])=[O:2].[BH4-].[Na+], predict the reaction product. The product is: [OH:14][CH:11]1[CH2:12][CH2:13][N:8]([C:1]([O:3][C:4]([CH3:7])([CH3:6])[CH3:5])=[O:2])[CH:9]([CH3:15])[CH2:10]1.